From a dataset of hERG Central: cardiac toxicity at 1µM, 10µM, and general inhibition. Predict hERG channel inhibition at various concentrations. (1) The drug is CSc1ccc(CN2CCCC(CNC(=O)c3ccc(F)cc3)C2)cc1. Results: hERG_inhib (hERG inhibition (general)): blocker. (2) The compound is CCN(CC)CCn1c2c(c(SCC(=O)Nc3nccs3)nc1=O)CCCC2. Results: hERG_inhib (hERG inhibition (general)): blocker. (3) The compound is O=C(CN1CCCCCC1)NN(Cc1ccccc1)c1ccccc1.O=C(O)C(=O)O. Results: hERG_inhib (hERG inhibition (general)): blocker. (4) The molecule is Cc1ccc(CN(C(=O)COc2ccc(C)c(C)c2)C2CCS(=O)(=O)C2)o1. Results: hERG_inhib (hERG inhibition (general)): blocker. (5) The molecule is CS(=O)(=O)Nc1ccc(C2=NN(S(=O)(=O)c3ccc(F)cc3)C(c3ccco3)C2)cc1. Results: hERG_inhib (hERG inhibition (general)): blocker. (6) The molecule is OC(COCc1cccs1)CN1CCN(c2ccccc2Cl)CC1. Results: hERG_inhib (hERG inhibition (general)): blocker. (7) The molecule is O=C(Cn1ncc2c1-c1ccccc1OC2)N1CCN(Cc2ccc3c(c2)OCO3)CC1. Results: hERG_inhib (hERG inhibition (general)): blocker. (8) The molecule is CC(C)NC(=NCc1ccc(Cl)cc1Cl)Nc1ccccc1. Results: hERG_inhib (hERG inhibition (general)): blocker. (9) The compound is O=C(CNC(=S)N(CCCN1CCOCC1)Cc1cccs1)NCc1ccccc1Cl. Results: hERG_inhib (hERG inhibition (general)): blocker. (10) The compound is Cc1ccc(C(=O)Nc2cccc(C(F)(F)F)c2)cc1Nc1ccccn1. Results: hERG_inhib (hERG inhibition (general)): blocker.